From a dataset of HIV replication inhibition screening data with 41,000+ compounds from the AIDS Antiviral Screen. Binary Classification. Given a drug SMILES string, predict its activity (active/inactive) in a high-throughput screening assay against a specified biological target. (1) The molecule is CCN(CC)CCNC(=O)c1ccccc1NC(=O)C(=O)Nc1ccccc1C(=O)NCCN(CC)CC. The result is 0 (inactive). (2) The drug is CCOC(=O)C(=Cc1ccc(-c2ccccc2)cc1)C(C)=O. The result is 0 (inactive). (3) The molecule is CC12CC3CC(C)(C1)CC(SC(=N)N)(C3)C2. The result is 0 (inactive). (4) The compound is O=C(NC(=Cc1cc(Cl)ccc1Cl)c1nc2ccccc2[nH]1)c1ccccc1. The result is 0 (inactive).